This data is from Reaction yield outcomes from USPTO patents with 853,638 reactions. The task is: Predict the reaction yield, written as a fraction of the theoretical maximum amount of product (1.0 means a 100% yield; for example, 0.34 means a 34% yield). The reactants are [CH:1]1([CH2:6][C@H:7]([CH2:42][N:43]([CH:52]=[O:53])[O:44]CC2C=CC=CC=2)[C:8]([N:10]2[C@H:14]([C:15]([NH:17][C:18]3[CH:23]=[CH:22][N:21]=[C:20]([N:24]4[CH2:29][CH2:28][N:27]([CH3:30])[CH2:26][C@@H:25]4[CH3:31])[N:19]=3)=[O:16])[CH2:13][CH2:12][N:11]2C(OCC2C=CC=CC=2)=O)=[O:9])[CH2:5][CH2:4][CH2:3][CH2:2]1. The catalyst is [OH-].[OH-].[Pd+2].CO. The product is [CH:1]1([CH2:6][C@H:7]([CH2:42][N:43]([CH:52]=[O:53])[OH:44])[C:8]([N:10]2[C@H:14]([C:15]([NH:17][C:18]3[CH:23]=[CH:22][N:21]=[C:20]([N:24]4[CH2:29][CH2:28][N:27]([CH3:30])[CH2:26][C@@H:25]4[CH3:31])[N:19]=3)=[O:16])[CH2:13][CH2:12][NH:11]2)=[O:9])[CH2:2][CH2:3][CH2:4][CH2:5]1. The yield is 0.750.